This data is from Forward reaction prediction with 1.9M reactions from USPTO patents (1976-2016). The task is: Predict the product of the given reaction. (1) Given the reactants [NH2:1][C:2]1[CH:16]=[CH:15][C:5]([C:6]([N:8]([CH2:10][CH2:11][N:12]([CH3:14])[CH3:13])[CH3:9])=[O:7])=[CH:4][CH:3]=1.[Br:17][C:18]1[CH:23]=[CH:22][C:21]([N:24]=[C:25]=[O:26])=[CH:20][CH:19]=1, predict the reaction product. The product is: [Br:17][C:18]1[CH:23]=[CH:22][C:21]([NH:24][C:25](=[O:26])[NH:1][C:2]2[CH:16]=[CH:15][C:5]([C:6]([N:8]([CH2:10][CH2:11][N:12]([CH3:13])[CH3:14])[CH3:9])=[O:7])=[CH:4][CH:3]=2)=[CH:20][CH:19]=1. (2) The product is: [F:1][C:2]([F:7])([F:6])[C:3]([OH:5])=[O:4].[F:8][C:9]([F:14])([F:13])[C:10]([OH:12])=[O:11].[F:15][C:16]([F:21])([F:20])[C:17]([OH:19])=[O:18].[C:24]([N:57]1[CH2:58][CH2:59][CH:54]([CH2:53][CH2:52][NH:51][C:43]2[CH:44]=[CH:45][C:46]3[NH:47][C:48]4[N:49]=[C:33]([NH:34][C:35]5[CH:36]=[N:37][CH:38]=[C:39]([CH:60]=5)[CH2:40][CH2:41][C:42]=2[CH:50]=3)[N:32]=[CH:31][C:30]=4[Cl:29])[CH2:55][CH2:56]1)(=[O:26])[CH3:23]. Given the reactants [F:1][C:2]([F:7])([F:6])[C:3]([OH:5])=[O:4].[F:8][C:9]([F:14])([F:13])[C:10]([OH:12])=[O:11].[F:15][C:16]([F:21])([F:20])[C:17]([OH:19])=[O:18].F[C:23](F)(F)[C:24]([OH:26])=O.[Cl:29][C:30]1[CH:31]=[N:32][C:33]2[NH:34][C:35]3[CH:36]=[N:37][CH:38]=[C:39]([CH:60]=3)[CH2:40][CH2:41][C:42]3[CH:50]=[C:46]([NH:47][C:48]=1[N:49]=2)[CH:45]=[CH:44][C:43]=3[NH:51][CH2:52][CH2:53][CH:54]1[CH2:59][CH2:58][NH:57][CH2:56][CH2:55]1.C(Cl)(=O)C, predict the reaction product.